From a dataset of Full USPTO retrosynthesis dataset with 1.9M reactions from patents (1976-2016). Predict the reactants needed to synthesize the given product. (1) Given the product [CH3:42][N:43]([CH3:44])[CH2:2][CH2:3][CH2:4][CH2:5][CH2:6][C:7]([O:9][CH:10]([CH:21]([CH2:32][CH2:33][CH2:34]/[CH:35]=[CH:36]\[CH2:37][CH2:38][CH2:39][CH2:40][CH3:41])[CH2:22][CH2:23][CH2:24]/[CH:25]=[CH:26]\[CH2:27][CH2:28][CH2:29][CH2:30][CH3:31])[CH2:11][CH2:12][CH2:13]/[CH:14]=[CH:15]\[CH2:16][CH2:17][CH2:18][CH2:19][CH3:20])=[O:8], predict the reactants needed to synthesize it. The reactants are: Br[CH2:2][CH2:3][CH2:4][CH2:5][CH2:6][C:7]([O:9][CH:10]([CH:21]([CH2:32][CH2:33][CH2:34]/[CH:35]=[CH:36]\[CH2:37][CH2:38][CH2:39][CH2:40][CH3:41])[CH2:22][CH2:23][CH2:24]/[CH:25]=[CH:26]\[CH2:27][CH2:28][CH2:29][CH2:30][CH3:31])[CH2:11][CH2:12][CH2:13]/[CH:14]=[CH:15]\[CH2:16][CH2:17][CH2:18][CH2:19][CH3:20])=[O:8].[CH3:42][NH:43][CH3:44]. (2) Given the product [F:1][C:2]1[CH:7]=[CH:6][C:5]([N:8]2[CH:11]([C:12]3[CH:13]=[CH:14][C:15]([O:18][CH2:31][C:32]([O:34][C:35]([CH3:38])([CH3:37])[CH3:36])=[O:33])=[CH:16][CH:17]=3)[CH:10]([CH2:19][CH2:20][S:21][C:22]3[CH:23]=[CH:24][C:25]([F:28])=[CH:26][CH:27]=3)[C:9]2=[O:29])=[CH:4][CH:3]=1, predict the reactants needed to synthesize it. The reactants are: [F:1][C:2]1[CH:7]=[CH:6][C:5]([N:8]2[CH:11]([C:12]3[CH:17]=[CH:16][C:15]([OH:18])=[CH:14][CH:13]=3)[CH:10]([CH2:19][CH2:20][S:21][C:22]3[CH:27]=[CH:26][C:25]([F:28])=[CH:24][CH:23]=3)[C:9]2=[O:29])=[CH:4][CH:3]=1.Br[CH2:31][C:32]([O:34][C:35]([CH3:38])([CH3:37])[CH3:36])=[O:33].C(=O)([O-])[O-].[Cs+].[Cs+]. (3) Given the product [CH3:1][CH2:2][CH:3]([CH2:5][CH:6]([CH2:8][CH2:9][CH2:10][CH2:11][CH2:12][CH2:13][CH2:14][CH2:15][C:16]([NH:18][C@@H:19]1[C:50](=[O:51])[NH:49][C@@H:48]([C@H:52]([OH:54])[CH3:53])[C:46](=[O:47])[N:45]2[C@@H:41]([CH2:42][C@@H:43]([OH:55])[CH2:44]2)[C:39](=[O:40])[NH:38][C@@H:37]([C@H:56]([OH:66])[C@@H:57]([OH:65])[C:58]2[CH:63]=[CH:62][C:61]([OH:64])=[CH:60][CH:59]=2)[C:35](=[O:36])[NH:34][C@@H:33]([C@H:67]([OH:72])[CH2:68][CH2:69][NH2:71])[C:31](=[O:32])[N:30]2[C@@H:26]([C@@H:27]([OH:73])[CH2:28][CH2:29]2)[C:24](=[O:25])[NH:23][C@H:22]([NH:78][CH2:77][CH2:76][NH2:79])[C@H:21]([OH:75])[CH2:20]1)=[O:17])[CH3:7])[CH3:4], predict the reactants needed to synthesize it. The reactants are: [CH3:1][CH2:2][CH:3]([CH2:5][CH:6]([CH2:8][CH2:9][CH2:10][CH2:11][CH2:12][CH2:13][CH2:14][CH2:15][C:16]([NH:18][C@@H:19]1[C:50](=[O:51])[NH:49][C@@H:48]([C@@H:52]([OH:54])[CH3:53])[C:46](=[O:47])[N:45]2[C@@H:41]([CH2:42][C@@H:43]([OH:55])[CH2:44]2)[C:39](=[O:40])[NH:38][C@@H:37]([C@H:56]([OH:66])[C@@H:57]([OH:65])[C:58]2[CH:63]=[CH:62][C:61]([OH:64])=[CH:60][CH:59]=2)[C:35](=[O:36])[NH:34][C@@H:33]([C@@H:67]([OH:72])[CH2:68][C:69]([NH2:71])=O)[C:31](=[O:32])[N:30]2[C@@H:26]([C@@H:27]([OH:73])[CH2:28][CH2:29]2)[C:24](=[O:25])[NH:23][C@H:22](O)[C@H:21]([OH:75])[CH2:20]1)=[O:17])[CH3:7])[CH3:4].[CH2:76]([NH2:79])[CH2:77][NH2:78].B([O-])([O-])OC1C=CC=CC=1. (4) Given the product [NH2:31][C:26]1[CH:27]=[CH:28][CH:29]=[CH:30][C:25]=1[N:16]1[C:17]2[C:9]([O:8][CH2:1][C:2]3[CH:3]=[CH:4][CH:5]=[CH:6][CH:7]=3)=[CH:10][CH:11]=[C:12]([C:22]#[N:23])[C:13]=2[C:14]([CH2:18][CH3:19])([CH2:20][CH3:21])[CH2:15]1, predict the reactants needed to synthesize it. The reactants are: [CH2:1]([O:8][C:9]1[CH:10]=[CH:11][C:12]([C:22]#[N:23])=[C:13]2[C:17]=1[NH:16][CH2:15][C:14]2([CH2:20][CH3:21])[CH2:18][CH3:19])[C:2]1[CH:7]=[CH:6][CH:5]=[CH:4][CH:3]=1.Br[C:25]1[CH:30]=[CH:29][CH:28]=[CH:27][C:26]=1[N+:31]([O-])=O.C1C=CC(P(C2C(C3C(P(C4C=CC=CC=4)C4C=CC=CC=4)=CC=C4C=3C=CC=C4)=C3C(C=CC=C3)=CC=2)C2C=CC=CC=2)=CC=1.C([O-])([O-])=O.[Cs+].[Cs+].[Cl-].[NH4+].